This data is from Reaction yield outcomes from USPTO patents with 853,638 reactions. The task is: Predict the reaction yield, written as a fraction of the theoretical maximum amount of product (1.0 means a 100% yield; for example, 0.34 means a 34% yield). (1) The reactants are [F:1][C:2]([F:15])([F:14])[C:3]1[CH:4]=[C:5](Br)[CH:6]=[C:7]([C:9]([F:12])([F:11])[F:10])[CH:8]=1.[Mg].[Br-].[C:18](OC(=O)C)(=[O:20])[CH3:19].[OH-].[Na+]. The catalyst is C1COCC1.CC(OC)(C)C.O. The product is [F:1][C:2]([F:15])([F:14])[C:3]1[CH:4]=[C:5]([C:18](=[O:20])[CH3:19])[CH:6]=[C:7]([C:9]([F:12])([F:11])[F:10])[CH:8]=1. The yield is 0.820. (2) The reactants are [Br:1][C:2]1[CH:7]=[CH:6][C:5]([CH:8]([OH:13])[C:9]([F:12])([F:11])[F:10])=[C:4]([F:14])[CH:3]=1.I(C1C=CC=CC=1C(O)=O)(=O)=O. The catalyst is C(OCC)(=O)C. The product is [Br:1][C:2]1[CH:7]=[CH:6][C:5]([C:8](=[O:13])[C:9]([F:12])([F:11])[F:10])=[C:4]([F:14])[CH:3]=1. The yield is 0.950.